From a dataset of Full USPTO retrosynthesis dataset with 1.9M reactions from patents (1976-2016). Predict the reactants needed to synthesize the given product. (1) Given the product [Cl:8][C:6]1[CH:5]=[CH:4][N:3]=[C:2]([N:11]2[CH2:16][CH2:15][CH2:14][CH2:13][CH2:12]2)[N:7]=1, predict the reactants needed to synthesize it. The reactants are: Cl[C:2]1[N:7]=[C:6]([Cl:8])[CH:5]=[CH:4][N:3]=1.C([N:11]1[CH2:16][CH2:15][CH2:14][CH2:13][CH2:12]1)C. (2) Given the product [OH:13][C@@H:12]([C:3]1[CH:4]=[CH:5][C:6]2[C:7](=[O:11])[O:8][CH2:9][C:10]=2[C:2]=1[CH3:1])[CH2:14][N:31]1[CH2:32][CH2:33][N:28]([CH2:27][CH2:26][C:17]2[CH:18]=[CH:19][C:20]3[C:21](=[O:25])[O:22][CH2:23][C:24]=3[C:16]=2[CH3:15])[CH2:29][CH2:30]1, predict the reactants needed to synthesize it. The reactants are: [CH3:1][C:2]1[C:10]2[CH2:9][O:8][C:7](=[O:11])[C:6]=2[CH:5]=[CH:4][C:3]=1[C@H:12]1[CH2:14][O:13]1.[CH3:15][C:16]1[C:24]2[CH2:23][O:22][C:21](=[O:25])[C:20]=2[CH:19]=[CH:18][C:17]=1[CH2:26][CH2:27][N:28]1[CH2:33][CH2:32][NH:31][CH2:30][CH2:29]1. (3) Given the product [CH3:22][O:23][C:24](=[O:27])[CH2:25][NH:26][C:7](=[O:9])[CH2:6][CH:5]([O:4][C:1](=[O:3])[CH3:2])[CH2:10][CH2:11][CH2:12][CH2:13][CH2:14][CH2:15][CH2:16][CH2:17][CH2:18][CH2:19][CH3:20], predict the reactants needed to synthesize it. The reactants are: [C:1]([O:4][CH:5]([CH2:10][CH2:11][CH2:12][CH2:13][CH2:14][CH2:15][CH2:16][CH2:17][CH2:18][CH2:19][CH3:20])[CH2:6][C:7]([OH:9])=O)(=[O:3])[CH3:2].Cl.[CH3:22][O:23][C:24](=[O:27])[CH2:25][NH2:26].